This data is from Forward reaction prediction with 1.9M reactions from USPTO patents (1976-2016). The task is: Predict the product of the given reaction. (1) The product is: [NH:21]1[C:22]2[C:18](=[C:17]([NH:14][C:15](=[O:16])[O:11][CH2:10][C:7]3[CH:6]=[CH:5][C:4]([O:3][C:2]([F:12])([F:13])[F:1])=[CH:9][CH:8]=3)[CH:25]=[CH:24][CH:23]=2)[CH:19]=[CH:20]1. Given the reactants [F:1][C:2]([F:13])([F:12])[O:3][C:4]1[CH:9]=[CH:8][C:7]([CH2:10][OH:11])=[CH:6][CH:5]=1.[N:14]([C:17]1[CH:25]=[CH:24][CH:23]=[C:22]2[C:18]=1[CH:19]=[CH:20][NH:21]2)=[C:15]=[O:16].C(N(CC)CC)C, predict the reaction product. (2) Given the reactants [CH2:1]([O:8][C:9]1[C:10]([C:28]([OH:30])=O)=[N:11][C:12]([CH2:16][C:17]2([C:22]3[CH:27]=[CH:26][CH:25]=[CH:24][CH:23]=3)[CH2:21][CH2:20][CH2:19][CH2:18]2)=[N:13][C:14]=1[OH:15])[C:2]1[CH:7]=[CH:6][CH:5]=[CH:4][CH:3]=1.[Si:31]([O:38][CH2:39][CH2:40][NH:41][CH:42]1[CH2:46][CH2:45][CH2:44][CH2:43]1)([C:34]([CH3:37])([CH3:36])[CH3:35])([CH3:33])[CH3:32].C(N(CC)C(C)C)(C)C.CN(C(ON1N=NC2C=CC=NC1=2)=[N+](C)C)C.F[P-](F)(F)(F)(F)F, predict the reaction product. The product is: [Si:31]([O:38][CH2:39][CH2:40][N:41]([CH:42]1[CH2:43][CH2:44][CH2:45][CH2:46]1)[C:28]([C:10]1[C:9]([O:8][CH2:1][C:2]2[CH:3]=[CH:4][CH:5]=[CH:6][CH:7]=2)=[C:14]([OH:15])[N:13]=[C:12]([CH2:16][C:17]2([C:22]3[CH:23]=[CH:24][CH:25]=[CH:26][CH:27]=3)[CH2:21][CH2:20][CH2:19][CH2:18]2)[N:11]=1)=[O:30])([C:34]([CH3:37])([CH3:36])[CH3:35])([CH3:33])[CH3:32]. (3) Given the reactants [H-].[Na+].[CH3:3][C:4]1[C:9]([Cl:10])=[CH:8][CH:7]=[CH:6][C:5]=1[N:11]1[C:15](=[O:16])[NH:14][N:13]=[N:12]1.[CH3:17]N(C)C=O.CI, predict the reaction product. The product is: [CH3:3][C:4]1[C:9]([Cl:10])=[CH:8][CH:7]=[CH:6][C:5]=1[N:11]1[C:15](=[O:16])[N:14]([CH3:17])[N:13]=[N:12]1. (4) Given the reactants C([O:3][C:4]([C:6]1[CH:10]=[C:9]([C:11]2[CH:16]=[C:15]([Br:17])[C:14]([O:18][CH2:19][C:20]3[CH:25]=[CH:24][CH:23]=[CH:22][CH:21]=3)=[CH:13][C:12]=2[O:26][CH2:27][C:28]2[CH:33]=[CH:32][CH:31]=[CH:30][CH:29]=2)[O:8][N:7]=1)=O)C.[CH2:34]([NH2:36])[CH3:35], predict the reaction product. The product is: [CH2:34]([NH:36][C:4]([C:6]1[CH:10]=[C:9]([C:11]2[CH:16]=[C:15]([Br:17])[C:14]([O:18][CH2:19][C:20]3[CH:21]=[CH:22][CH:23]=[CH:24][CH:25]=3)=[CH:13][C:12]=2[O:26][CH2:27][C:28]2[CH:29]=[CH:30][CH:31]=[CH:32][CH:33]=2)[O:8][N:7]=1)=[O:3])[CH3:35]. (5) Given the reactants [CH3:1][N:2]([CH3:19])[N:3]=[C:4]1[CH2:9][CH2:8][CH2:7][CH2:6][CH:5]1[CH2:10][C:11]1[CH:18]=[CH:17][C:14]([C:15]#[N:16])=[CH:13][CH:12]=1.[CH3:20][I:21], predict the reaction product. The product is: [I-:21].[C:15]([C:14]1[CH:13]=[CH:12][C:11]([CH2:10][CH:5]2[CH2:6][CH2:7][CH2:8][CH2:9][C:4]2=[N:3][N+:2]([CH3:20])([CH3:1])[CH3:19])=[CH:18][CH:17]=1)#[N:16]. (6) Given the reactants C(=O)([O-])[O-].[K+].[K+].S(S([O-])(=O)=O)([O-])(=O)=O.[Na+].[Na+].[CH2:17]([NH:20][C:21]1[C:30]2[C:25](=[CH:26][CH:27]=[CH:28][CH:29]=2)[N:24]=[C:23]([Cl:31])[C:22]=1[N+:32]([O-])=O)[CH:18]=[CH2:19], predict the reaction product. The product is: [CH2:17]([NH:20][C:21]1[C:30]2[C:25](=[CH:26][CH:27]=[CH:28][CH:29]=2)[N:24]=[C:23]([Cl:31])[C:22]=1[NH2:32])[CH:18]=[CH2:19]. (7) Given the reactants [C:1]([N:4]1[C:13]2[C:8](=[CH:9][C:10]([C:14]3[CH2:19][CH2:18][N:17](C(OC(C)(C)C)=O)[CH2:16][CH:15]=3)=[CH:11][CH:12]=2)[C@H:7]([NH:27][C:28]2[N:33]=[C:32]([CH3:34])[CH:31]=[CH:30][N:29]=2)[C@@H:6]([CH3:35])[C@@H:5]1[CH3:36])(=[O:3])[CH3:2].FC(F)(F)C(O)=O, predict the reaction product. The product is: [CH3:36][C@H:5]1[C@H:6]([CH3:35])[C@@H:7]([NH:27][C:28]2[N:33]=[C:32]([CH3:34])[CH:31]=[CH:30][N:29]=2)[C:8]2[C:13](=[CH:12][CH:11]=[C:10]([C:14]3[CH2:19][CH2:18][NH:17][CH2:16][CH:15]=3)[CH:9]=2)[N:4]1[C:1](=[O:3])[CH3:2]. (8) Given the reactants Cl.[C:2]1([CH:8]([N:10]2[CH2:15][CH2:14][CH2:13][C@H:12]([C:16]([O:18]C(C)(C)C)=[O:17])[CH2:11]2)[CH3:9])[CH:7]=[CH:6][CH:5]=[CH:4][CH:3]=1.C(O)C, predict the reaction product. The product is: [C:2]1([CH:8]([N:10]2[CH2:15][CH2:14][CH2:13][C@H:12]([C:16]([OH:18])=[O:17])[CH2:11]2)[CH3:9])[CH:3]=[CH:4][CH:5]=[CH:6][CH:7]=1. (9) Given the reactants [CH3:1][O:2][C:3]1[C:8]([CH2:9][NH2:10])=[C:7]([CH3:11])[CH:6]=[C:5]([CH3:12])[N:4]=1.[CH3:13][C:14]([O:17][C:18](O[C:18]([O:17][C:14]([CH3:16])([CH3:15])[CH3:13])=[O:19])=[O:19])([CH3:16])[CH3:15], predict the reaction product. The product is: [CH3:1][O:2][C:3]1[C:8]([CH2:9][NH:10][C:18](=[O:19])[O:17][C:14]([CH3:16])([CH3:15])[CH3:13])=[C:7]([CH3:11])[CH:6]=[C:5]([CH3:12])[N:4]=1. (10) Given the reactants [NH:1]1[CH2:6][CH2:5][CH2:4][CH:3]([C:7]2[O:11][N:10]=[C:9]([CH2:12][N:13]([CH2:26][C:27]([F:30])([F:29])[F:28])[C:14]3[CH:21]=[CH:20][C:17]([C:18]#[N:19])=[C:16]([C:22]([F:25])([F:24])[F:23])[CH:15]=3)[N:8]=2)[CH2:2]1.Cl[C:32]([O:34][CH3:35])=[O:33], predict the reaction product. The product is: [C:18]([C:17]1[CH:20]=[CH:21][C:14]([N:13]([CH2:12][C:9]2[N:8]=[C:7]([CH:3]3[CH2:4][CH2:5][CH2:6][N:1]([C:32]([O:34][CH3:35])=[O:33])[CH2:2]3)[O:11][N:10]=2)[CH2:26][C:27]([F:30])([F:28])[F:29])=[CH:15][C:16]=1[C:22]([F:24])([F:25])[F:23])#[N:19].